Dataset: Full USPTO retrosynthesis dataset with 1.9M reactions from patents (1976-2016). Task: Predict the reactants needed to synthesize the given product. (1) Given the product [Br:1][C:2]1[CH:3]=[C:4]2[C:9](=[CH:10][CH:11]=1)[N:8]=[CH:7][C:6]([C:12]1[N:16]([CH3:17])[N:15]=[CH:14][CH:13]=1)=[C:5]2[OH:23], predict the reactants needed to synthesize it. The reactants are: [Br:1][C:2]1[CH:3]=[C:4]2[C:9](=[CH:10][CH:11]=1)[N:8]=[CH:7][C:6]([C:12]1[N:16]([CH3:17])[N:15]=[CH:14][CH:13]=1)=[C:5]2Cl.[OH-].[K+].CS(C)=[O:23]. (2) Given the product [CH3:14][N:4]1[CH2:3][CH2:2][N:1]([C:7]2[CH:12]=[CH:11][CH:10]=[CH:9][C:8]=2[OH:13])[CH2:6][CH2:5]1.[C:8]1([OH:13])[CH:9]=[CH:10][CH:11]=[CH:12][CH:7]=1, predict the reactants needed to synthesize it. The reactants are: [N:1]1([C:7]2[CH:12]=[CH:11][CH:10]=[CH:9][C:8]=2[OH:13])[CH2:6][CH2:5][NH:4][CH2:3][CH2:2]1.[CH:14](O)=O.C=O. (3) Given the product [Cl:37][C:34]1[S:33][C:32]([S:29]([NH:28][C:27]([NH:1][C:2]2[CH:7]=[CH:6][C:5]([N:8]3[CH:17]=[CH:16][C:15]4[C:10](=[CH:11][C:12]([F:22])=[C:13]([NH:18][CH:19]5[CH2:21][CH2:20]5)[CH:14]=4)[C:9]3=[O:23])=[CH:4][CH:3]=2)=[O:26])(=[O:31])=[O:30])=[CH:36][CH:35]=1, predict the reactants needed to synthesize it. The reactants are: [NH2:1][C:2]1[CH:7]=[CH:6][C:5]([N:8]2[CH:17]=[CH:16][C:15]3[C:10](=[CH:11][C:12]([F:22])=[C:13]([NH:18][CH:19]4[CH2:21][CH2:20]4)[CH:14]=3)[C:9]2=[O:23])=[CH:4][CH:3]=1.C([O:26][C:27](=O)[NH:28][S:29]([C:32]1[S:33][C:34]([Cl:37])=[CH:35][CH:36]=1)(=[O:31])=[O:30])C. (4) Given the product [NH2:17][C:18]1[C:19]([O:29][CH2:30][CH3:31])=[CH:20][C:21]([CH2:22][N:13]2[CH2:12][CH2:11][CH:10]([NH:9][C:7](=[O:8])[C:6]3[CH:16]=[C:2]([CH3:1])[CH:3]=[N:4][CH:5]=3)[CH2:15][CH2:14]2)=[CH:24][C:25]=1[O:26][CH2:27][CH3:28], predict the reactants needed to synthesize it. The reactants are: [CH3:1][C:2]1[CH:3]=[N:4][CH:5]=[C:6]([CH:16]=1)[C:7]([NH:9][CH:10]1[CH2:15][CH2:14][NH:13][CH2:12][CH2:11]1)=[O:8].[NH2:17][C:18]1[C:25]([O:26][CH2:27][CH3:28])=[CH:24][C:21]([CH:22]=O)=[CH:20][C:19]=1[O:29][CH2:30][CH3:31]. (5) Given the product [Cl:1][C:2]1[CH:7]=[CH:6][N:5]=[C:4]2[NH:8][C:9]([C:11]3[C:15]4=[N:16][C:17]([O:22][CH3:23])=[C:18]([O:20][CH3:21])[CH:19]=[C:14]4[N:13]([CH3:24])[CH:12]=3)=[CH:10][C:3]=12, predict the reactants needed to synthesize it. The reactants are: [Cl:1][C:2]1[CH:7]=[CH:6][N:5]=[C:4]2[N:8](S(C3C=CC(C)=CC=3)(=O)=O)[C:9]([C:11]3[C:15]4=[N:16][C:17]([O:22][CH3:23])=[C:18]([O:20][CH3:21])[CH:19]=[C:14]4[N:13]([CH3:24])[CH:12]=3)=[CH:10][C:3]=12.CO. (6) Given the product [CH2:14]([N:21]1[CH:22]2[CH2:28][CH2:27][CH:26]1[CH2:25][C:24]([C:2]1[CH:7]=[CH:6][C:5]([F:8])=[CH:4][CH:3]=1)([OH:29])[CH2:23]2)[C:15]1[CH:16]=[CH:17][CH:18]=[CH:19][CH:20]=1, predict the reactants needed to synthesize it. The reactants are: Br[C:2]1[CH:7]=[CH:6][C:5]([F:8])=[CH:4][CH:3]=1.C([Li])CCC.[CH2:14]([N:21]1[CH:26]2[CH2:27][CH2:28][CH:22]1[CH2:23][C:24](=[O:29])[CH2:25]2)[C:15]1[CH:20]=[CH:19][CH:18]=[CH:17][CH:16]=1.[OH-].[Na+]. (7) Given the product [CH2:1]([O:3][C:4]1[CH:9]=[C:8]([CH:10]=[O:11])[CH:7]=[CH:6][C:5]=1[C:12]1[CH:17]=[CH:16][C:15]([F:18])=[CH:14][C:13]=1[O:19][CH2:23][CH2:22][C:21]([F:26])([F:25])[F:20])[CH3:2], predict the reactants needed to synthesize it. The reactants are: [CH2:1]([O:3][C:4]1[CH:9]=[C:8]([CH:10]=[O:11])[CH:7]=[CH:6][C:5]=1[C:12]1[CH:17]=[CH:16][C:15]([F:18])=[CH:14][C:13]=1[OH:19])[CH3:2].[F:20][C:21]([F:26])([F:25])[CH2:22][CH2:23]I.